This data is from NCI-60 drug combinations with 297,098 pairs across 59 cell lines. The task is: Regression. Given two drug SMILES strings and cell line genomic features, predict the synergy score measuring deviation from expected non-interaction effect. Cell line: MDA-MB-231. Drug 2: C1CC(=O)NC(=O)C1N2C(=O)C3=CC=CC=C3C2=O. Drug 1: C(CC(=O)O)C(=O)CN.Cl. Synergy scores: CSS=4.58, Synergy_ZIP=-3.18, Synergy_Bliss=0.412, Synergy_Loewe=-1.36, Synergy_HSA=-0.345.